From a dataset of Full USPTO retrosynthesis dataset with 1.9M reactions from patents (1976-2016). Predict the reactants needed to synthesize the given product. (1) Given the product [Cl:18][C:19]1[CH:20]=[CH:21][C:22]2[S:26][C:25]([CH2:27][O:1][C:2]3[CH:7]=[C:6]([CH:5]=[CH:4][N:3]=3)[C:8]#[N:9])=[N:24][C:23]=2[CH:29]=1, predict the reactants needed to synthesize it. The reactants are: [OH:1][C:2]1[CH:7]=[C:6]([C:8]#[N:9])[CH:5]=[CH:4][N:3]=1.C([O-])([O-])=O.[K+].[K+].[Na+].[I-].[Cl:18][C:19]1[CH:20]=[CH:21][C:22]2[S:26][C:25]([CH2:27]Cl)=[N:24][C:23]=2[CH:29]=1. (2) The reactants are: [CH3:1][C:2]1([C:8]2[CH:13]=[CH:12][CH:11]=[CH:10][CH:9]=2)[C:5](=[O:6])[CH2:4][C:3]1=[O:7].[CH:14](=O)[C:15]1[CH:20]=[CH:19][CH:18]=[CH:17][CH:16]=1.[CH3:22][C:23]1[C:31]2[C:26](=[CH:27][CH:28]=[C:29]([CH3:32])[CH:30]=2)[NH:25][CH:24]=1. Given the product [CH3:22][C:23]1[C:31]2[C:26](=[CH:27][CH:28]=[C:29]([CH3:32])[CH:30]=2)[NH:25][C:24]=1[CH:14]([C:15]1[CH:20]=[CH:19][CH:18]=[CH:17][CH:16]=1)[C:4]1[C:3](=[O:7])[C:2]([CH3:1])([C:8]2[CH:13]=[CH:12][CH:11]=[CH:10][CH:9]=2)[C:5]=1[OH:6], predict the reactants needed to synthesize it. (3) Given the product [CH3:42][CH:22]([CH3:21])[CH2:23][N:24]([C:18]([C:10]1[N:9]([CH2:8][CH2:7][C:1]2[CH:2]=[CH:3][CH:4]=[CH:5][CH:6]=2)[C:17]2[C:12]([CH:11]=1)=[CH:13][CH:14]=[CH:15][CH:16]=2)=[O:20])[C@H:25]1[CH2:26][C@@H:27]([C:38]([N:46]2[CH2:47][CH2:48][O:68][CH2:44][CH2:43]2)=[O:40])[CH2:28][N:29]([C:31]([O:33][C:34]([CH3:35])([CH3:36])[CH3:37])=[O:32])[CH2:30]1, predict the reactants needed to synthesize it. The reactants are: [C:1]1([CH2:7][CH2:8][N:9]2[C:17]3[C:12](=[CH:13][CH:14]=[CH:15][CH:16]=3)[CH:11]=[C:10]2[C:18]([OH:20])=O)[CH:6]=[CH:5][CH:4]=[CH:3][CH:2]=1.[CH3:21][CH:22]([CH3:42])[CH2:23][NH:24][C@@H:25]1[CH2:30][N:29]([C:31]([O:33][C:34]([CH3:37])([CH3:36])[CH3:35])=[O:32])[CH2:28][C@H:27]([C:38]([O:40]C)=O)[CH2:26]1.[CH:43]([N:46](C(C)C)[CH2:47][CH3:48])(C)[CH3:44].F[P-](F)(F)(F)(F)F.ClC(N(C)C)=[N+](C)C.C(=O)(O)[O-:68].[Na+]. (4) Given the product [F:9][C:10]1[CH:15]=[C:14]([F:16])[CH:13]=[CH:12][C:11]=1[C:2]1[CH:7]=[CH:6][CH:5]=[C:4]([CH3:8])[CH:3]=1, predict the reactants needed to synthesize it. The reactants are: Br[C:2]1[CH:3]=[C:4]([CH3:8])[CH:5]=[CH:6][CH:7]=1.[F:9][C:10]1[CH:15]=[C:14]([F:16])[CH:13]=[CH:12][C:11]=1B(O)O.